From a dataset of Reaction yield outcomes from USPTO patents with 853,638 reactions. Predict the reaction yield, written as a fraction of the theoretical maximum amount of product (1.0 means a 100% yield; for example, 0.34 means a 34% yield). The reactants are [O:1]1[CH2:6][CH2:5][N:4]([C:7]2[N:12]=[C:11]([N:13]3[CH2:18][CH2:17][O:16][CH2:15][CH2:14]3)[N:10]=[C:9]([C:19]3[CH:24]=[CH:23][C:22]([NH:25][C:26](=[O:38])[NH:27][C:28]4[CH:37]=[CH:36][C:31]([C:32]([O:34]C)=[O:33])=[CH:30][CH:29]=4)=[CH:21][CH:20]=3)[N:8]=2)[CH2:3][CH2:2]1.C1COCC1.CO.O[Li].O. The catalyst is O. The product is [O:1]1[CH2:2][CH2:3][N:4]([C:7]2[N:12]=[C:11]([N:13]3[CH2:14][CH2:15][O:16][CH2:17][CH2:18]3)[N:10]=[C:9]([C:19]3[CH:24]=[CH:23][C:22]([NH:25][C:26](=[O:38])[NH:27][C:28]4[CH:37]=[CH:36][C:31]([C:32]([OH:34])=[O:33])=[CH:30][CH:29]=4)=[CH:21][CH:20]=3)[N:8]=2)[CH2:5][CH2:6]1. The yield is 0.960.